Dataset: Full USPTO retrosynthesis dataset with 1.9M reactions from patents (1976-2016). Task: Predict the reactants needed to synthesize the given product. (1) Given the product [Cl:22][C:16]1[CH:17]=[C:18]([Cl:21])[CH:19]=[CH:20][C:15]=1[CH:5]1[N:6]=[C:7]([C:9]2[S:10][C:11]([F:14])=[CH:12][N:13]=2)[NH:8][C:3]([CH2:2][N:29]2[CH2:34][CH2:33][O:32][CH2:31][CH:30]2[C:35]([OH:37])=[O:36])=[C:4]1[C:23]([O:25][CH2:26][CH3:27])=[O:24], predict the reactants needed to synthesize it. The reactants are: Br[CH2:2][C:3]1[NH:8][C:7]([C:9]2[S:10][C:11]([F:14])=[CH:12][N:13]=2)=[N:6][CH:5]([C:15]2[CH:20]=[CH:19][C:18]([Cl:21])=[CH:17][C:16]=2[Cl:22])[C:4]=1[C:23]([O:25][CH2:26][CH3:27])=[O:24].Cl.[NH:29]1[CH2:34][CH2:33][O:32][CH2:31][CH:30]1[C:35]([OH:37])=[O:36]. (2) The reactants are: [O:1]=[S:2]1(=[O:51])[CH2:7][CH2:6][N:5]([CH2:8][CH2:9][NH:10][C@:11]23[CH2:46][CH2:45][C@@H:44]([C:47]([OH:50])([CH3:49])[CH3:48])[C@@H:12]2[C@@H:13]2[C@@:26]([CH3:29])([CH2:27][CH2:28]3)[C@@:25]3([CH3:30])[C@@H:16]([C@:17]4([CH3:43])[C@@H:22]([CH2:23][CH2:24]3)[C:21]([CH3:32])([CH3:31])[C:20]([C:33]3[CH:42]=[CH:41][C:36]([C:37]([O:39]C)=[O:38])=[CH:35][CH:34]=3)=[CH:19][CH2:18]4)[CH2:15][CH2:14]2)[CH2:4][CH2:3]1.O.[OH-].[Li+].CO.C(O)(C(F)(F)F)=O. Given the product [O:51]=[S:2]1(=[O:1])[CH2:7][CH2:6][N:5]([CH2:8][CH2:9][NH:10][C@:11]23[CH2:46][CH2:45][C@@H:44]([C:47]([OH:50])([CH3:49])[CH3:48])[C@@H:12]2[C@@H:13]2[C@@:26]([CH3:29])([CH2:27][CH2:28]3)[C@@:25]3([CH3:30])[C@@H:16]([C@:17]4([CH3:43])[C@@H:22]([CH2:23][CH2:24]3)[C:21]([CH3:32])([CH3:31])[C:20]([C:33]3[CH:42]=[CH:41][C:36]([C:37]([OH:39])=[O:38])=[CH:35][CH:34]=3)=[CH:19][CH2:18]4)[CH2:15][CH2:14]2)[CH2:4][CH2:3]1, predict the reactants needed to synthesize it. (3) Given the product [C:1]([NH:5][C:6]1[C:15]2[C:10](=[C:11]([NH:16][C:21](=[O:22])[C:20]3[CH:24]=[C:25]([CH2:28][NH:29][C:30](=[O:34])[CH:31]([CH3:33])[CH3:32])[CH:26]=[N:27][C:19]=3[CH:18]([F:35])[F:17])[CH:12]=[CH:13][CH:14]=2)[N:9]=[CH:8][N:7]=1)([CH3:4])([CH3:2])[CH3:3], predict the reactants needed to synthesize it. The reactants are: [C:1]([NH:5][C:6]1[C:15]2[C:10](=[C:11]([NH2:16])[CH:12]=[CH:13][CH:14]=2)[N:9]=[CH:8][N:7]=1)([CH3:4])([CH3:3])[CH3:2].[F:17][CH:18]([F:35])[C:19]1[N:27]=[CH:26][C:25]([CH2:28][NH:29][C:30](=[O:34])[CH:31]([CH3:33])[CH3:32])=[CH:24][C:20]=1[C:21](O)=[O:22].C(Cl)(=O)C(Cl)=O.CCN(C(C)C)C(C)C. (4) Given the product [CH3:21][S:18]([C:15]1[N:16]=[CH:17][C:12]([C:5]2[CH:6]=[CH:7][C:2]([OH:1])=[CH:3][CH:4]=2)=[CH:13][CH:14]=1)(=[O:20])=[O:19], predict the reactants needed to synthesize it. The reactants are: [OH:1][C:2]1[CH:7]=[CH:6][C:5](B(O)O)=[CH:4][CH:3]=1.Br[C:12]1[CH:13]=[CH:14][C:15]([S:18]([CH3:21])(=[O:20])=[O:19])=[N:16][CH:17]=1.C([O-])([O-])=O.[Na+].[Na+]. (5) Given the product [CH3:1][O:2][C:3]([C:5]1[N:6]=[CH:7][S:8][CH:9]=1)=[O:4], predict the reactants needed to synthesize it. The reactants are: [CH3:1][O:2][C:3]([C:5]1[N:6]=[C:7](NC(=O)[C@@H](N2C(=O)[C@@H](C3C=CC(OC)=CC=3)NC2=O)CC2C=CC([N+]([O-])=O)=CC=2)[S:8][CH:9]=1)=[O:4].C([O-])(=O)C.[Na+].C=O. (6) Given the product [S:33]([C:37]1[CH:38]=[C:39]([NH:43][C:28]([C:27]2[CH:26]=[N:25][N:18]3[C:19]([C:21]([F:22])([F:24])[F:23])=[CH:20][C:15]([C:7]4[CH:8]=[CH:9][C:10]([C:11]([F:14])([F:13])[F:12])=[C:5]([O:4][CH2:3][C:2]([F:32])([F:31])[F:1])[CH:6]=4)=[N:16][C:17]=23)=[O:29])[CH:40]=[CH:41][CH:42]=1)(=[O:35])(=[O:36])[NH2:34], predict the reactants needed to synthesize it. The reactants are: [F:1][C:2]([F:32])([F:31])[CH2:3][O:4][C:5]1[CH:6]=[C:7]([C:15]2[CH:20]=[C:19]([C:21]([F:24])([F:23])[F:22])[N:18]3[N:25]=[CH:26][C:27]([C:28](O)=[O:29])=[C:17]3[N:16]=2)[CH:8]=[CH:9][C:10]=1[C:11]([F:14])([F:13])[F:12].[S:33]([C:37]1[CH:38]=[C:39]([NH2:43])[CH:40]=[CH:41][CH:42]=1)(=[O:36])(=[O:35])[NH2:34]. (7) Given the product [Cl:11][C:12]1[C:17]([Cl:18])=[CH:16][CH:15]=[CH:14][C:13]=1[S:19]([NH:8][C:6]1[C:5]([O:9][CH3:10])=[N:4][CH:3]=[C:2]([Cl:1])[N:7]=1)(=[O:21])=[O:20], predict the reactants needed to synthesize it. The reactants are: [Cl:1][C:2]1[N:7]=[C:6]([NH2:8])[C:5]([O:9][CH3:10])=[N:4][CH:3]=1.[Cl:11][C:12]1[C:17]([Cl:18])=[CH:16][CH:15]=[CH:14][C:13]=1[S:19](Cl)(=[O:21])=[O:20]. (8) Given the product [S:25]1[C:20]2[CH:21]=[CH:22][CH:23]=[CH:24][C:19]=2[N:18]=[C:16]1[C:13]1[CH:12]=[CH:11][C:10]([O:9][C:4]([CH3:3])([CH3:5])[CH3:8])=[CH:15][CH:14]=1, predict the reactants needed to synthesize it. The reactants are: C([CH2:3][C:4]([O:9][C:10]1[CH:15]=[CH:14][C:13]([CH:16]=O)=[CH:12][CH:11]=1)([CH3:8])[C:5](O)=O)C.[NH2:18][C:19]1[CH:24]=[CH:23][CH:22]=[CH:21][C:20]=1[SH:25]. (9) Given the product [CH2:1]([N:8]1[C:13](=[O:14])[CH:12]=[C:11]([C:27]([O:29][CH2:30][CH3:31])=[CH2:28])[C:10]([C:16]2[CH:21]=[CH:20][CH:19]=[CH:18][CH:17]=2)=[N:9]1)[C:2]1[CH:7]=[CH:6][CH:5]=[CH:4][CH:3]=1, predict the reactants needed to synthesize it. The reactants are: [CH2:1]([N:8]1[C:13](=[O:14])[CH:12]=[C:11](Br)[C:10]([C:16]2[CH:21]=[CH:20][CH:19]=[CH:18][CH:17]=2)=[N:9]1)[C:2]1[CH:7]=[CH:6][CH:5]=[CH:4][CH:3]=1.C([Sn](CCCC)(CCCC)[C:27]([O:29][CH2:30][CH3:31])=[CH2:28])CCC.